Dataset: Full USPTO retrosynthesis dataset with 1.9M reactions from patents (1976-2016). Task: Predict the reactants needed to synthesize the given product. (1) Given the product [Cl:40][C:25]1[CH:24]=[C:23]([NH:22][C:19]2[C:20]3[N:12]([CH2:11][CH2:10][OH:9])[CH:13]=[CH:14][C:15]=3[N:16]=[CH:17][N:18]=2)[CH:39]=[CH:38][C:26]=1[O:27][C:28]1[CH:36]=[CH:35][CH:34]=[C:33]2[C:29]=1[CH2:30][NH:31][C:32]2=[O:37], predict the reactants needed to synthesize it. The reactants are: C([O:9][CH2:10][CH2:11][N:12]1[C:20]2[C:19](Cl)=[N:18][CH:17]=[N:16][C:15]=2[CH:14]=[CH:13]1)(=O)C1C=CC=CC=1.[NH2:22][C:23]1[CH:39]=[CH:38][C:26]([O:27][C:28]2[CH:36]=[CH:35][CH:34]=[C:33]3[C:29]=2[CH2:30][NH:31][C:32]3=[O:37])=[C:25]([Cl:40])[CH:24]=1.C(O)(C)C.C(=O)([O-])O.[Na+]. (2) Given the product [CH2:23]([O:25][C:26]([N:12]1[C:13]2[C:9](=[CH:8][C:7]([C:6]3[S:5][C:4]([C:17]4[CH:22]=[CH:21][CH:20]=[CH:19][CH:18]=4)=[N:3][C:2]=3[CH3:1])=[CH:15][CH:14]=2)[CH2:10][C:11]1=[O:16])=[O:27])[CH3:24], predict the reactants needed to synthesize it. The reactants are: [CH3:1][C:2]1[N:3]=[C:4]([C:17]2[CH:22]=[CH:21][CH:20]=[CH:19][CH:18]=2)[S:5][C:6]=1[C:7]1[CH:8]=[C:9]2[C:13](=[CH:14][CH:15]=1)[NH:12][C:11](=[O:16])[CH2:10]2.[CH2:23]([O:25][C:26](Cl)=[O:27])[CH3:24].C(=O)([O-])[O-].[NH4+].[NH4+].O. (3) Given the product [C:1]1([C:7]2[CH:11]=[C:10]([C:12]3[CH:13]=[CH:14][CH:15]=[CH:16][CH:17]=3)[N:9]([CH2:18][C:19]([N:56]3[CH2:57][CH2:58][N:53]([C:59]4[N:60]=[CH:61][CH:62]=[CH:63][N:64]=4)[CH2:54][CH2:55]3)=[O:20])[N:8]=2)[CH:2]=[CH:3][CH:4]=[CH:5][CH:6]=1, predict the reactants needed to synthesize it. The reactants are: [C:1]1([C:7]2[CH:11]=[C:10]([C:12]3[CH:17]=[CH:16][CH:15]=[CH:14][CH:13]=3)[N:9]([CH2:18][C:19](O)=[O:20])[N:8]=2)[CH:6]=[CH:5][CH:4]=[CH:3][CH:2]=1.CN(C(ON1N=NC2C=CC=CC1=2)=[N+](C)C)C.[B-](F)(F)(F)F.CCN(C(C)C)C(C)C.[N:53]1([C:59]2[N:64]=[CH:63][CH:62]=[CH:61][N:60]=2)[CH2:58][CH2:57][NH:56][CH2:55][CH2:54]1.[OH-].[Na+].